The task is: Regression. Given two drug SMILES strings and cell line genomic features, predict the synergy score measuring deviation from expected non-interaction effect.. This data is from NCI-60 drug combinations with 297,098 pairs across 59 cell lines. (1) Drug 1: CCC1=CC2CC(C3=C(CN(C2)C1)C4=CC=CC=C4N3)(C5=C(C=C6C(=C5)C78CCN9C7C(C=CC9)(C(C(C8N6C)(C(=O)OC)O)OC(=O)C)CC)OC)C(=O)OC. Drug 2: CS(=O)(=O)CCNCC1=CC=C(O1)C2=CC3=C(C=C2)N=CN=C3NC4=CC(=C(C=C4)OCC5=CC(=CC=C5)F)Cl. Cell line: HCT116. Synergy scores: CSS=43.5, Synergy_ZIP=3.16, Synergy_Bliss=1.71, Synergy_Loewe=2.27, Synergy_HSA=3.89. (2) Drug 1: CC12CCC3C(C1CCC2=O)CC(=C)C4=CC(=O)C=CC34C. Drug 2: C1C(C(OC1N2C=NC3=C(N=C(N=C32)Cl)N)CO)O. Cell line: NCIH23. Synergy scores: CSS=48.6, Synergy_ZIP=-0.842, Synergy_Bliss=-1.97, Synergy_Loewe=-2.33, Synergy_HSA=-1.18. (3) Drug 1: COC1=C(C=C2C(=C1)N=CN=C2NC3=CC(=C(C=C3)F)Cl)OCCCN4CCOCC4. Drug 2: C1=CC(=CC=C1CC(C(=O)O)N)N(CCCl)CCCl.Cl. Cell line: SW-620. Synergy scores: CSS=23.0, Synergy_ZIP=-5.16, Synergy_Bliss=2.67, Synergy_Loewe=0.398, Synergy_HSA=0.499.